From a dataset of Full USPTO retrosynthesis dataset with 1.9M reactions from patents (1976-2016). Predict the reactants needed to synthesize the given product. (1) Given the product [CH2:1]1[CH2:2][CH2:3][C:4]([CH2:11][NH2:12])([CH2:7][C:8]([OH:10])=[O:9])[CH2:5][CH2:6]1, predict the reactants needed to synthesize it. The reactants are: [CH2:1]1[CH2:6][CH2:5][C:4]([CH2:11][NH2:12])([CH2:7][C:8]([OH:10])=[O:9])[CH2:3][CH2:2]1.Cl.S(=O)=O.O=O. (2) Given the product [Cl:19][C:3]1[C:2]2[N:1]=[C:20]([CH3:21])[N:8]([NH:9][C:10](=[O:11])[O:12][C:13]([CH3:14])([CH3:15])[CH3:16])[C:7]=2[C:6]([CH3:17])=[C:5]([CH3:18])[N:4]=1, predict the reactants needed to synthesize it. The reactants are: [NH2:1][C:2]1[C:3]([Cl:19])=[N:4][C:5]([CH3:18])=[C:6]([CH3:17])[C:7]=1[NH:8][NH:9][C:10]([O:12][C:13]([CH3:16])([CH3:15])[CH3:14])=[O:11].[C:20](OCC)(OCC)(OCC)[CH3:21].Cl.N1C=CC=CC=1. (3) The reactants are: [NH2:1][C@:2]12[CH2:37][CH2:36][C@@H:35]([C:38]([CH3:40])=[CH2:39])[C@@H:3]1[C@@H:4]1[C@@:17]([CH3:20])([CH2:18][CH2:19]2)[C@@:16]2([CH3:21])[C@@H:7]([C@:8]3([CH3:34])[C@@H:13]([CH2:14][CH2:15]2)[C:12]([CH3:23])([CH3:22])[C:11]([C:24]2[CH:33]=[CH:32][C:27]([C:28]([O:30]C)=[O:29])=[CH:26][CH:25]=2)=[CH:10][CH2:9]3)[CH2:6][CH2:5]1.CN(C)CCC(N[C@]12CC[C@@H](C(C)=C)[C@@H]1[C@@H]1[C@@](C)(CC2)[C@@]2(C)[C@@H]([C@]3(C)[C@@H](CC2)C(C)(C)C(C2C=CC(C(O)=O)=CC=2)=CC3)CC1)=O.[N:87]1([CH2:92][C:93]([OH:95])=O)[CH:91]=[N:90][N:89]=[N:88]1. Given the product [N:87]1([CH2:92][C:93]([NH:1][C@:2]23[CH2:37][CH2:36][C@@H:35]([C:38]([CH3:40])=[CH2:39])[C@@H:3]2[C@@H:4]2[C@@:17]([CH3:20])([CH2:18][CH2:19]3)[C@@:16]3([CH3:21])[C@@H:7]([C@:8]4([CH3:34])[C@@H:13]([CH2:14][CH2:15]3)[C:12]([CH3:23])([CH3:22])[C:11]([C:24]3[CH:25]=[CH:26][C:27]([C:28]([OH:30])=[O:29])=[CH:32][CH:33]=3)=[CH:10][CH2:9]4)[CH2:6][CH2:5]2)=[O:95])[CH:91]=[N:90][N:89]=[N:88]1, predict the reactants needed to synthesize it. (4) Given the product [CH2:12]([N:14]1[C:22]2[C:17](=[CH:18][C:19]([C:23]3[NH:11][C:10]4[N:9]([N:8]=[CH:7][C:6]=4[C:3]4[CH:4]=[CH:5][NH:1][N:2]=4)[C:25](=[O:26])[CH:24]=3)=[CH:20][CH:21]=2)[CH:16]=[N:15]1)[CH3:13], predict the reactants needed to synthesize it. The reactants are: [NH:1]1[CH:5]=[CH:4][C:3]([C:6]2[CH:7]=[N:8][NH:9][C:10]=2[NH2:11])=[N:2]1.[CH2:12]([N:14]1[C:22]2[C:17](=[CH:18][C:19]([C:23](=O)[CH2:24][C:25](OCC)=[O:26])=[CH:20][CH:21]=2)[CH:16]=[N:15]1)[CH3:13].CC1C=CC(S(O)(=O)=O)=CC=1. (5) Given the product [CH:15]1([C:18]2[N:22]=[C:21]([C:23]3([C:26]4[CH:27]=[C:28]([C:2]5[CH:3]=[C:4]6[C:9](=[CH:10][CH:11]=5)[N:8]5[CH:12]=[N:13][N:14]=[C:7]5[CH2:6][CH2:5]6)[CH:29]=[N:30][CH:31]=4)[CH2:25][CH2:24]3)[O:20][N:19]=2)[CH2:17][CH2:16]1, predict the reactants needed to synthesize it. The reactants are: Br[C:2]1[CH:3]=[C:4]2[C:9](=[CH:10][CH:11]=1)[N:8]1[CH:12]=[N:13][N:14]=[C:7]1[CH2:6][CH2:5]2.[CH:15]1([C:18]2[N:22]=[C:21]([C:23]3([C:26]4[CH:27]=[C:28](B(O)O)[CH:29]=[N:30][CH:31]=4)[CH2:25][CH2:24]3)[O:20][N:19]=2)[CH2:17][CH2:16]1.C(=O)([O-])[O-].[K+].[K+].C(O)(C)(C)C. (6) The reactants are: [I:1][C:2]1[CH:10]=[CH:9][C:5]([C:6]([OH:8])=[O:7])=[CH:4][CH:3]=1.Cl.[CH2:12](O)[CH3:13]. Given the product [I:1][C:2]1[CH:10]=[CH:9][C:5]([C:6]([O:8][CH2:12][CH3:13])=[O:7])=[CH:4][CH:3]=1, predict the reactants needed to synthesize it.